Predict which catalyst facilitates the given reaction. From a dataset of Catalyst prediction with 721,799 reactions and 888 catalyst types from USPTO. Reactant: C([Li])CCC.Br[C:7]1[CH:12]=[CH:11][CH:10]=[C:9]([Br:13])[CH:8]=1.[F:14][C:15]([F:25])([F:24])[C:16]1[C:17]([CH:22]=[O:23])=[N:18][CH:19]=[CH:20][CH:21]=1.C(O)(=O)CC(CC(O)=O)(C(O)=O)O. Product: [Br:13][C:9]1[CH:8]=[C:7]([CH:22]([C:17]2[C:16]([C:15]([F:25])([F:14])[F:24])=[CH:21][CH:20]=[CH:19][N:18]=2)[OH:23])[CH:12]=[CH:11][CH:10]=1. The catalyst class is: 410.